Dataset: HIV replication inhibition screening data with 41,000+ compounds from the AIDS Antiviral Screen. Task: Binary Classification. Given a drug SMILES string, predict its activity (active/inactive) in a high-throughput screening assay against a specified biological target. The drug is COc1cc(C=O)c(-c2cc3c(cc2C2(C)OCCS2)OCO3)c(OC)c1OC. The result is 0 (inactive).